From a dataset of Forward reaction prediction with 1.9M reactions from USPTO patents (1976-2016). Predict the product of the given reaction. (1) Given the reactants [CH:1]1([NH2:4])[CH2:3][CH2:2]1.C[O:6][C:7]([C:9]1[C:13]([NH:14][C:15]([C:17]2[C:22]([NH:23][C:24]3[CH:25]=[N:26][CH:27]=[N:28][CH:29]=3)=[CH:21][CH:20]=[C:19]([CH:30]3[CH2:32][CH2:31]3)[N:18]=2)=[O:16])=[CH:12][N:11]([CH3:33])[N:10]=1)=O, predict the reaction product. The product is: [CH:1]1([NH:4][C:7]([C:9]2[C:13]([NH:14][C:15]([C:17]3[C:22]([NH:23][C:24]4[CH:25]=[N:26][CH:27]=[N:28][CH:29]=4)=[CH:21][CH:20]=[C:19]([CH:30]4[CH2:32][CH2:31]4)[N:18]=3)=[O:16])=[CH:12][N:11]([CH3:33])[N:10]=2)=[O:6])[CH2:3][CH2:2]1. (2) Given the reactants Br[C:2]1[CH:3]=[C:4]2[C:9](=[CH:10][CH:11]=1)[C:8]([CH2:12][N:13]1[C:24](=[O:25])[C@@H:23]([NH:26][C:27](=[O:39])[C@@H:28]([N:30]([CH3:38])[C:31](=[O:37])[O:32][C:33]([CH3:36])([CH3:35])[CH3:34])[CH3:29])[C:17]3([CH2:22][CH2:21][O:20][CH2:19][CH2:18]3)[O:16][C:15]3[CH:40]=[CH:41][CH:42]=[CH:43][C:14]1=3)=[C:7]([O:44][CH3:45])[CH:6]=[CH:5]2.C1(P(C2C=CC=CC=2)C2[C:66]3[O:65][C:64]4C(=CC=CC=4P(C4C=CC=CC=4)C4C=CC=CC=4)C(C)(C)C=3C=CC=2)C=CC=CC=1.C[OH:89], predict the reaction product. The product is: [C:33]([O:32][C:31]([N:30]([CH3:38])[C@@H:28]([CH3:29])[C:27]([NH:26][C@H:23]1[C:17]2([CH2:22][CH2:21][O:20][CH2:19][CH2:18]2)[O:16][C:15]2[CH:40]=[CH:41][CH:42]=[CH:43][C:14]=2[N:13]([CH2:12][C:8]2[C:7]([O:44][CH3:45])=[CH:6][CH:5]=[C:4]3[C:9]=2[CH:10]=[CH:11][C:2]([C:64]([O:65][CH3:66])=[O:89])=[CH:3]3)[C:24]1=[O:25])=[O:39])=[O:37])([CH3:34])([CH3:35])[CH3:36].